From a dataset of Full USPTO retrosynthesis dataset with 1.9M reactions from patents (1976-2016). Predict the reactants needed to synthesize the given product. (1) Given the product [NH2:46][C:41]([CH:38]1[CH2:37][CH2:36][N:35]([CH2:34][C@H:10]2[N:11]([C:14]([C:16]3[CH:20]=[C:19]([CH3:21])[N:18]([C:22]4[CH:27]=[CH:26][CH:25]=[CH:24][CH:23]=4)[C:17]=3[C:28]3[CH:33]=[CH:32][CH:31]=[CH:30][CH:29]=3)=[O:15])[CH2:12][CH2:13][N:8]([C:6]([O:5][C:1]([CH3:3])([CH3:2])[CH3:4])=[O:7])[CH2:9]2)[CH2:40][CH2:39]1)=[O:42], predict the reactants needed to synthesize it. The reactants are: [C:1]([O:5][C:6]([N:8]1[CH2:13][CH2:12][N:11]([C:14]([C:16]2[CH:20]=[C:19]([CH3:21])[N:18]([C:22]3[CH:27]=[CH:26][CH:25]=[CH:24][CH:23]=3)[C:17]=2[C:28]2[CH:33]=[CH:32][CH:31]=[CH:30][CH:29]=2)=[O:15])[C@H:10]([CH2:34][N:35]2[CH2:40][CH2:39][CH:38]([C:41](O)=[O:42])[CH2:37][CH2:36]2)[CH2:9]1)=[O:7])([CH3:4])([CH3:3])[CH3:2].CC[N:46]=C=NCCCN(C)C.Cl.C(=O)(O)[O-].[Na+]. (2) Given the product [CH3:2][C:3]1[C:12]2[C:7](=[CH:8][CH:9]=[CH:10][CH:11]=2)[CH:6]=[C:5]([C:13]([F:15])([F:14])[F:16])[N:4]=1, predict the reactants needed to synthesize it. The reactants are: Cl[CH2:2][C:3]1[C:12]2[C:7](=[CH:8][CH:9]=[CH:10][CH:11]=2)[CH2:6][CH:5]([C:13]([F:16])([F:15])[F:14])[N:4]=1.[K].CC(C)([O-])C. (3) Given the product [NH:1]1[C:2]2[C:3](=[C:4]([O:5][CH:6]3[CH2:10][CH2:9][N:8]([C:11]([O:13][C:14]([CH3:15])([CH3:16])[CH3:17])=[O:12])[CH2:7]3)[CH:18]=[CH:19][CH:20]=2)[CH:21]=[N:40]1, predict the reactants needed to synthesize it. The reactants are: [NH2:1][C:2]1[C:3]([CH3:21])=[C:4]([CH:18]=[CH:19][CH:20]=1)[O:5][CH:6]1[CH2:10][CH2:9][N:8]([C:11]([O:13][C:14]([CH3:17])([CH3:16])[CH3:15])=[O:12])[CH2:7]1.C([O-])(=O)C.[K+].C(OC(=O)C)(=O)C.C(O[N:40]=O)CC(C)C. (4) The reactants are: [F:1][C:2]1[CH:10]=[C:9]2[C:5]([C:6]([C:18]3[CH:19]=[CH:20][C:21]4[S:25](=[O:27])(=[O:26])[N:24]([CH2:28][C:29]5[N:33]=[CH:32][N:31]([CH3:34])[N:30]=5)[CH:23]([CH2:35][OH:36])[C:22]=4[CH:37]=3)=[CH:7][N:8]2C(OC(C)(C)C)=O)=[CH:4][CH:3]=1.CN.CCO. Given the product [F:1][C:2]1[CH:10]=[C:9]2[C:5]([C:6]([C:18]3[CH:19]=[CH:20][C:21]4[S:25](=[O:27])(=[O:26])[N:24]([CH2:28][C:29]5[N:33]=[CH:32][N:31]([CH3:34])[N:30]=5)[CH:23]([CH2:35][OH:36])[C:22]=4[CH:37]=3)=[CH:7][NH:8]2)=[CH:4][CH:3]=1, predict the reactants needed to synthesize it. (5) Given the product [C:21]([C:20]1[CH:19]=[C:18]([C:12]2[CH:13]=[C:14]3[C:9](=[CH:10][CH:11]=2)[O:8][C:5]([CH2:6][OH:7])([CH2:4][OH:3])[CH2:16]/[C:15]/3=[N:33]\[C:32]#[N:31])[CH:25]=[CH:24][CH:23]=1)#[N:22], predict the reactants needed to synthesize it. The reactants are: CC1(C)[O:7][CH2:6][C:5]2([CH2:16][C:15](=O)[C:14]3[C:9](=[CH:10][CH:11]=[C:12]([C:18]4[CH:19]=[C:20]([CH:23]=[CH:24][CH:25]=4)[C:21]#[N:22])[CH:13]=3)[O:8]2)[CH2:4][O:3]1.C[Si]([N:31]=[C:32]=[N:33][Si](C)(C)C)(C)C. (6) The reactants are: [Br:1][C:2]1[CH:7]=[CH:6][C:5]([C@H:8]([C:20]2[CH:25]=[CH:24][CH:23]=[CH:22][C:21]=2[CH3:26])[CH2:9][C:10]([C:12]2[CH:13]=[CH:14][C:15](=[O:19])[N:16]([CH3:18])[N:17]=2)=[O:11])=[CH:4][CH:3]=1.O.C1(C)C=CC(S(O)(=O)=O)=CC=1.[CH2:39]([C:41]1(C)OCC[O:42]1)C. Given the product [Br:1][C:2]1[CH:7]=[CH:6][C:5]([C@H:8]([C:20]2[CH:25]=[CH:24][CH:23]=[CH:22][C:21]=2[CH3:26])[CH2:9][C:10]2([C:12]3[CH:13]=[CH:14][C:15](=[O:19])[N:16]([CH3:18])[N:17]=3)[O:42][CH2:41][CH2:39][O:11]2)=[CH:4][CH:3]=1, predict the reactants needed to synthesize it. (7) Given the product [Br:15][C:12]1[CH:11]=[N:10][C:9]([NH:8][CH2:7][C@H:2]2[N:3]([C:22]([C:20]3[N:21]=[C:17]([CH3:16])[S:18][C:19]=3[C:25]3[CH:26]=[C:27]([CH3:31])[CH:28]=[CH:29][CH:30]=3)=[O:23])[CH2:4][C@@H:5]3[C@H:1]2[CH2:6]3)=[N:14][CH:13]=1, predict the reactants needed to synthesize it. The reactants are: [C@@H:1]12[CH2:6][C@@H:5]1[CH2:4][NH:3][C@@H:2]2[CH2:7][NH:8][C:9]1[N:14]=[CH:13][C:12]([Br:15])=[CH:11][N:10]=1.[CH3:16][C:17]1[S:18][C:19]([C:25]2[CH:26]=[C:27]([CH3:31])[CH:28]=[CH:29][CH:30]=2)=[C:20]([C:22](O)=[O:23])[N:21]=1. (8) Given the product [F:1][C:2]1[CH:3]=[C:4]([C:10](=[O:13])[CH2:11][C:29]2[CH:34]=[CH:33][CH:32]=[CH:31][CH:30]=2)[CH:5]=[CH:6][C:7]=1[S:8][CH3:9], predict the reactants needed to synthesize it. The reactants are: [F:1][C:2]1[CH:3]=[C:4]([CH:10]([O:13][Si](C)(C)C)[C:11]#N)[CH:5]=[CH:6][C:7]=1[S:8][CH3:9].C[Si](C)(C)[N-][Si](C)(C)C.[Li+].C(Br)[C:29]1[CH:34]=[CH:33][CH:32]=[CH:31][CH:30]=1.Cl.